From a dataset of NCI-60 drug combinations with 297,098 pairs across 59 cell lines. Regression. Given two drug SMILES strings and cell line genomic features, predict the synergy score measuring deviation from expected non-interaction effect. Drug 1: CCN(CC)CCNC(=O)C1=C(NC(=C1C)C=C2C3=C(C=CC(=C3)F)NC2=O)C. Drug 2: C1C(C(OC1N2C=NC3=C2NC=NCC3O)CO)O. Cell line: HOP-62. Synergy scores: CSS=-7.39, Synergy_ZIP=-0.624, Synergy_Bliss=-10.3, Synergy_Loewe=-4.11, Synergy_HSA=-13.0.